Dataset: Forward reaction prediction with 1.9M reactions from USPTO patents (1976-2016). Task: Predict the product of the given reaction. (1) Given the reactants Cl.[CH2:2]([N:5]([CH:7]1[CH2:10][CH2:9][CH2:8]1)[NH2:6])[CH:3]=[CH2:4].[CH3:11][O:12][C:13]([CH:15]1[CH2:21][CH2:20][CH2:19][CH2:18][CH2:17][C:16]1=O)=[O:14].C([O-])(=O)C.[Na+].C([BH3-])#N.[Na+], predict the reaction product. The product is: [CH3:11][O:12][C:13]([CH:15]1[CH2:21][CH2:20][CH2:19][CH2:18][CH2:17][CH:16]1[NH:6][N:5]([CH2:2][CH:3]=[CH2:4])[CH:7]1[CH2:10][CH2:9][CH2:8]1)=[O:14]. (2) The product is: [OH:32][CH:31]([C:29]1[CH:28]=[CH:27][C:24]([C:25]#[N:26])=[C:23]([O:22][CH3:21])[CH:30]=1)[CH2:33][N:7]1[CH2:8][CH2:9][N:4]([CH2:3][CH:2]([OH:1])[C:10]2[CH:19]=[CH:18][C:13]3[C:14](=[O:17])[O:15][CH2:16][C:12]=3[C:11]=2[CH3:20])[CH2:5][CH2:6]1. Given the reactants [OH:1][CH:2]([C:10]1[CH:19]=[CH:18][C:13]2[C:14](=[O:17])[O:15][CH2:16][C:12]=2[C:11]=1[CH3:20])[CH2:3][N:4]1[CH2:9][CH2:8][NH:7][CH2:6][CH2:5]1.[CH3:21][O:22][C:23]1[CH:30]=[C:29]([CH:31]2[CH2:33][O:32]2)[CH:28]=[CH:27][C:24]=1[C:25]#[N:26], predict the reaction product. (3) Given the reactants [Cl:1][C:2]1[CH:7]=[C:6]([O:8]C)[CH:5]=[CH:4][C:3]=1[CH:10]([CH3:28])[C:11]([C:17]1[CH:18]=[CH:19][C:20]2[O:24][C:23](=[O:25])[N:22]([CH3:26])[C:21]=2[CH:27]=1)([OH:16])[C:12]([F:15])([F:14])[F:13], predict the reaction product. The product is: [Cl:1][C:2]1[CH:7]=[C:6]([OH:8])[CH:5]=[CH:4][C:3]=1[CH:10]([CH3:28])[C:11]([C:17]1[CH:18]=[CH:19][C:20]2[O:24][C:23](=[O:25])[N:22]([CH3:26])[C:21]=2[CH:27]=1)([OH:16])[C:12]([F:13])([F:14])[F:15]. (4) Given the reactants CS(C)=O.[H-].[Na+].[I-].[CH3:8][S+](C)(C)=O.[CH:13]1([NH:19][C:20]2[CH:29]=[C:28]3[C:23]([C:24](=[O:42])[C:25](/[CH:35]=[CH:36]/[C:37]([O:39][CH2:40][CH3:41])=[O:38])=[CH:26][N:27]3[CH:30]3[CH2:34][CH2:33][CH2:32][CH2:31]3)=[CH:22][C:21]=2[F:43])[CH2:18][CH2:17][CH2:16][CH2:15][CH2:14]1, predict the reaction product. The product is: [CH:13]1([NH:19][C:20]2[CH:29]=[C:28]3[C:23]([C:24](=[O:42])[C:25]([CH:35]4[CH2:8][CH:36]4[C:37]([O:39][CH2:40][CH3:41])=[O:38])=[CH:26][N:27]3[CH:30]3[CH2:34][CH2:33][CH2:32][CH2:31]3)=[CH:22][C:21]=2[F:43])[CH2:14][CH2:15][CH2:16][CH2:17][CH2:18]1. (5) Given the reactants C1N(CCO)CCN(CCS(O)(=O)=O)C1.N[C@H:17]([C:23]([OH:25])=[O:24])[CH2:18][CH2:19][C:20](=O)N.[CH3:26][C:27]1(C)S[C@@H]2[C@H](NC(CC3C=CC=CC=3)=O)C(=O)[N:29]2[C@H:28]1[C:45]([O-])=O.[K+].[CH3:50][C@@H:51]1O[C@@H:54]([O:56][C@H:57]2[C@H:62](O)[C@@H:61](O)[C@H:60](NC(N)=N)[C@@H:59]([OH:69])[C@@H:58]2NC(N)=N)[C@H:53](O[C@@H]2O[C@@H](CO)[C@H](O)[C@@H](O)[C@@H]2NC)[C@@:52]1([OH:89])C=O.C[S:91]([CH3:93])=O, predict the reaction product. The product is: [CH:27]1[C:28]([N:29]=[C:93]=[S:91])=[CH:45][C:17]2[C:23]([O:25][C:19]3([C:20]4[CH:50]=[CH:51][C:52]([OH:89])=[CH:53][C:54]=4[O:56][C:57]4[CH:58]=[C:59]([OH:69])[CH:60]=[CH:61][C:62]3=4)[C:18]=2[CH:26]=1)=[O:24]. (6) Given the reactants [Br:1][C:2]1[CH:15]=[C:14]([F:16])[C:13]2[O:12][C:11]3[C:6](=[CH:7][C:8]([O:17][CH3:18])=[CH:9][CH:10]=3)[C@@:5]3([CH2:23][O:22][CH2:21][C:20](=O)[NH:19]3)[C:4]=2[CH:3]=1.COC1C=CC(P2(SP(C3C=CC(OC)=CC=3)(=S)S2)=S)=CC=1.BrC1C=C(F)C2OC3C(=CC(OC)=CC=3)[C@@]3(COCC(=S)[NH:65]3)C=2C=1.N, predict the reaction product. The product is: [Br:1][C:2]1[CH:15]=[C:14]([F:16])[C:13]2[O:12][C:11]3[C:6](=[CH:7][C:8]([O:17][CH3:18])=[CH:9][CH:10]=3)[C@:5]3([N:19]=[C:20]([NH2:65])[CH2:21][O:22][CH2:23]3)[C:4]=2[CH:3]=1.